From a dataset of Forward reaction prediction with 1.9M reactions from USPTO patents (1976-2016). Predict the product of the given reaction. Given the reactants FC(F)(F)C(O)=O.[NH2:8][C@@H:9]1[CH2:13][CH2:12][N:11]([C:14]2[N:22]=[C:21]3[C:17]([N:18]=[CH:19][N:20]3[C@H:23]3[C@H:27]([OH:28])[C@H:26]([OH:29])[C@@H:25]([C:30]4[O:34][N:33]=[C:32]([CH2:35][CH3:36])[CH:31]=4)[O:24]3)=[C:16]([NH:37][CH2:38][CH:39]([C:46]3[CH:51]=[CH:50][CH:49]=[CH:48][CH:47]=3)[C:40]3[CH:45]=[CH:44][CH:43]=[CH:42][CH:41]=3)[N:15]=2)[CH2:10]1.C1([O:58][C:59](=O)[NH:60][CH2:61][C:62]2[CH:67]=[CH:66][N:65]=[CH:64][CH:63]=2)C=CC=CC=1, predict the reaction product. The product is: [C:46]1([CH:39]([C:40]2[CH:41]=[CH:42][CH:43]=[CH:44][CH:45]=2)[CH2:38][NH:37][C:16]2[N:15]=[C:14]([N:11]3[CH2:12][CH2:13][C@@H:9]([NH:8][C:59]([NH:60][CH2:61][C:62]4[CH:67]=[CH:66][N:65]=[CH:64][CH:63]=4)=[O:58])[CH2:10]3)[N:22]=[C:21]3[C:17]=2[N:18]=[CH:19][N:20]3[C@H:23]2[C@H:27]([OH:28])[C@H:26]([OH:29])[C@@H:25]([C:30]3[O:34][N:33]=[C:32]([CH2:35][CH3:36])[CH:31]=3)[O:24]2)[CH:47]=[CH:48][CH:49]=[CH:50][CH:51]=1.